Dataset: Reaction yield outcomes from USPTO patents with 853,638 reactions. Task: Predict the reaction yield, written as a fraction of the theoretical maximum amount of product (1.0 means a 100% yield; for example, 0.34 means a 34% yield). The reactants are [Cl:1][C:2]1[CH:13]=[CH:12][C:5]([CH2:6][N:7]2[CH:11]=[CH:10][CH:9]=[N:8]2)=[CH:4][C:3]=1[F:14].NC(N)=[O:17].[H][H].FC(F)(F)C(OC(=O)C(F)(F)F)=O. The catalyst is C(Cl)Cl. The product is [Cl:1][C:2]1[CH:13]=[CH:12][C:5]([CH2:6][N:7]2[CH:11]=[CH:10][CH:9]=[N+:8]2[O-:17])=[CH:4][C:3]=1[F:14]. The yield is 0.700.